Dataset: Forward reaction prediction with 1.9M reactions from USPTO patents (1976-2016). Task: Predict the product of the given reaction. (1) Given the reactants [OH:1][CH:2]1[CH2:7][CH2:6][N:5]([C:8]([O:10][C:11]([CH3:14])([CH3:13])[CH3:12])=[O:9])[CH2:4][CH2:3]1.Cl[C:16]1[N:21]=[CH:20][C:19]([C:22](=[O:24])[CH3:23])=[CH:18][CH:17]=1.O, predict the reaction product. The product is: [C:11]([O:10][C:8]([N:5]1[CH2:4][CH2:3][CH:2]([O:1][C:16]2[CH:17]=[CH:18][C:19]([C:22](=[O:24])[CH3:23])=[CH:20][N:21]=2)[CH2:7][CH2:6]1)=[O:9])([CH3:14])([CH3:13])[CH3:12]. (2) Given the reactants Cl[C:2]1[N:11]=[C:10]([NH:12][CH2:13][CH:14]([C:21]2[CH:26]=[CH:25][CH:24]=[CH:23][CH:22]=2)[C:15]2[N:20]=[CH:19][CH:18]=[CH:17][N:16]=2)[C:9]2[C:4](=[CH:5][CH:6]=[CH:7][CH:8]=2)[N:3]=1.[CH3:27][S:28]([NH:31][C:32]1[CH:37]=[CH:36][C:35](B(O)O)=[CH:34][CH:33]=1)(=[O:30])=[O:29].C1(C(C2C=CC=CN=2)CNC2C3C(=CC=CC=3)N=C(C3C=CC(NS(C)(=O)=O)=CC=3)N=2)C=CC=CC=1, predict the reaction product. The product is: [C:21]1([CH:14]([C:15]2[N:20]=[CH:19][CH:18]=[CH:17][N:16]=2)[CH2:13][NH:12][C:10]2[C:9]3[C:4](=[CH:5][CH:6]=[CH:7][CH:8]=3)[N:3]=[C:2]([C:35]3[CH:34]=[CH:33][C:32]([NH:31][S:28]([CH3:27])(=[O:29])=[O:30])=[CH:37][CH:36]=3)[N:11]=2)[CH:26]=[CH:25][CH:24]=[CH:23][CH:22]=1. (3) Given the reactants N[C:2]1[CH:7]=[CH:6][N:5]=[CH:4][C:3]=1[C:8](C)(C)C.[N:21]1(C(N2[CH:23]=[CH:22][N:21]=[CH:20]2)=S)[CH:22]=[CH:23]N=[CH:20]1.[Cl:24][C:25]1[CH:30]=[CH:29][CH:28]=[C:27]([Cl:31])[C:26]=1[C:32]1[NH:33][C:34]2[CH:40]=[C:39]([C:41]([NH:43][NH2:44])=[O:42])[CH:38]=[CH:37][C:35]=2[N:36]=1.[CH3:45]CN=C=NCCCN(C)C, predict the reaction product. The product is: [C:3]([C:4]1[CH:23]=[C:22]([NH:21][C:20]2[O:42][C:41]([C:39]3[CH:38]=[CH:37][C:35]4[N:36]=[C:32]([C:26]5[C:27]([Cl:31])=[CH:28][CH:29]=[CH:30][C:25]=5[Cl:24])[NH:33][C:34]=4[CH:40]=3)=[N:43][N:44]=2)[CH:7]=[CH:6][N:5]=1)([CH3:2])([CH3:8])[CH3:45]. (4) Given the reactants [F:1][C:2]1[CH:7]=[CH:6][C:5]([S:8]([NH:11][C@@H:12]([CH2:33][O:34][CH3:35])[C:13]([NH:15][CH2:16][C:17]2[CH:18]=[C:19]([C:23]3[CH:28]=[CH:27][C:26]([C:29]([F:32])([F:31])[F:30])=[CH:25][CH:24]=3)[CH:20]=[CH:21][CH:22]=2)=[O:14])(=[O:10])=[O:9])=[CH:4][CH:3]=1.[C:36](=O)([O-])[O-].[K+].[K+].IC.[NH4+].[Cl-], predict the reaction product. The product is: [F:1][C:2]1[CH:7]=[CH:6][C:5]([S:8]([N:11]([CH3:36])[C@@H:12]([CH2:33][O:34][CH3:35])[C:13]([NH:15][CH2:16][C:17]2[CH:18]=[C:19]([C:23]3[CH:28]=[CH:27][C:26]([C:29]([F:30])([F:31])[F:32])=[CH:25][CH:24]=3)[CH:20]=[CH:21][CH:22]=2)=[O:14])(=[O:10])=[O:9])=[CH:4][CH:3]=1. (5) Given the reactants [CH2:1]([N:8]1[C:16]2[C:11](=[CH:12][CH:13]=[CH:14][CH:15]=2)[C:10]([O:17][C:18]2[O:22][C:21]([C:23]([O:25]C)=[O:24])=[CH:20][CH:19]=2)=[N:9]1)[C:2]1[CH:7]=[CH:6][CH:5]=[CH:4][CH:3]=1.[OH-].[Na+].O, predict the reaction product. The product is: [CH2:1]([N:8]1[C:16]2[C:11](=[CH:12][CH:13]=[CH:14][CH:15]=2)[C:10]([O:17][C:18]2[O:22][C:21]([C:23]([OH:25])=[O:24])=[CH:20][CH:19]=2)=[N:9]1)[C:2]1[CH:7]=[CH:6][CH:5]=[CH:4][CH:3]=1. (6) Given the reactants Cl[C:2]1[N:10]=[C:9]2[C:5]([N:6]([CH2:13][O:14][CH2:15][CH2:16][Si:17]([CH3:20])([CH3:19])[CH3:18])[C:7](=[O:12])[N:8]2[CH3:11])=[CH:4][N:3]=1.C1(P([CH:49]2[CH2:54]CCCC2)C2C=CC=CC=2C2C(C(C)C)=CC(C(C)C)=CC=2C(C)C)CCCCC1.C(N(CC)CC)C, predict the reaction product. The product is: [CH3:11][N:8]1[C:7](=[O:12])[N:6]([CH2:13][O:14][CH2:15][CH2:16][Si:17]([CH3:20])([CH3:19])[CH3:18])[C:5]2[C:9]1=[N:10][C:2]([C:49]#[C:54][Si:17]([CH3:19])([CH3:18])[CH3:16])=[N:3][CH:4]=2. (7) The product is: [F:1][C:2]1[CH:7]=[C:6]([F:8])[CH:5]=[CH:4][C:3]=1[C@:9]1([CH2:17][I:18])[O:13][CH2:12][C@@H:11]([CH2:14][OH:15])[CH2:10]1. Given the reactants [F:1][C:2]1[CH:7]=[C:6]([F:8])[CH:5]=[CH:4][C:3]=1[C@:9]1([CH2:17][I:18])[O:13][CH2:12][C@@H:11]([C:14](O)=[O:15])[CH2:10]1.[BH4-].[Na+].B(F)(F)F, predict the reaction product.